Task: Predict the product of the given reaction.. Dataset: Forward reaction prediction with 1.9M reactions from USPTO patents (1976-2016) (1) Given the reactants [CH2:1]([N:8]([CH2:22][C:23]1[S:24][C:25](Br)=[CH:26][CH:27]=1)[S:9]([C:12]1[CH:17]=[CH:16][CH:15]=[CH:14][C:13]=1[C:18]([F:21])([F:20])[F:19])(=[O:11])=[O:10])[C:2]1[CH:7]=[CH:6][CH:5]=[CH:4][CH:3]=1.[CH3:29][S:30]([C:33]1[CH:38]=[C:37](B2OC(C)(C)C(C)(C)O2)[CH:36]=[CH:35][C:34]=1[CH2:48][OH:49])(=[O:32])=[O:31].[F-].[Cs+].C(=O)([O-])[O-].[Na+].[Na+], predict the reaction product. The product is: [CH2:1]([N:8]([CH2:22][C:23]1[S:24][C:25]([C:37]2[CH:36]=[CH:35][C:34]([CH2:48][OH:49])=[C:33]([S:30]([CH3:29])(=[O:32])=[O:31])[CH:38]=2)=[CH:26][CH:27]=1)[S:9]([C:12]1[CH:17]=[CH:16][CH:15]=[CH:14][C:13]=1[C:18]([F:21])([F:20])[F:19])(=[O:11])=[O:10])[C:2]1[CH:7]=[CH:6][CH:5]=[CH:4][CH:3]=1. (2) Given the reactants [F:1][C:2]([F:18])([F:17])[C:3]1[CH:8]=[CH:7][C:6]([C:9]2[CH:14]=[CH:13][N:12]=[C:11]([CH:15]=O)[CH:10]=2)=[CH:5][CH:4]=1.[ClH:19].[NH2:20][CH2:21][C:22]([NH2:24])=[O:23].C([O-])(=O)C.[Na+].[BH-](OC(C)=O)(OC(C)=O)OC(C)=O.[Na+].C(O)(=O)C.Cl, predict the reaction product. The product is: [ClH:19].[F:1][C:2]([F:18])([F:17])[C:3]1[CH:8]=[CH:7][C:6]([C:9]2[CH:14]=[CH:13][N:12]=[C:11]([CH2:15][NH:20][CH2:21][C:22]([NH2:24])=[O:23])[CH:10]=2)=[CH:5][CH:4]=1. (3) The product is: [N:1]1[C:6]2[CH:7]=[CH:8][CH:9]=[CH:10][C:5]=2[N:4]=[C:3]([N:11]2[CH2:16][CH2:15][N:14]([CH2:17][C:18]([NH:20][C:21]3[C:22]([C:26]([OH:28])=[O:27])=[CH:23][S:24][CH:25]=3)=[O:19])[CH2:13][CH2:12]2)[N:2]=1. Given the reactants [N:1]1[C:6]2[CH:7]=[CH:8][CH:9]=[CH:10][C:5]=2[N:4]=[C:3]([N:11]2[CH2:16][CH2:15][N:14]([CH2:17][C:18]([NH:20][C:21]3[C:22]([C:26]([O:28]C)=[O:27])=[CH:23][S:24][CH:25]=3)=[O:19])[CH2:13][CH2:12]2)[N:2]=1.O.[OH-].[Li+].Cl, predict the reaction product. (4) Given the reactants [H-].[Na+].[O:3]1[C:10]2[CH:9]=[C:8]([C:11]([O:13]C)=[O:12])[NH:7][C:6]=2[CH:5]=[CH:4]1.Br[CH2:16][C:17]1[CH:22]=[CH:21][C:20]([Cl:23])=[CH:19][CH:18]=1.C(O)(=O)CC(CC(O)=O)(C(O)=O)O, predict the reaction product. The product is: [Cl:23][C:20]1[CH:21]=[CH:22][C:17]([CH2:16][N:7]2[C:8]([C:11]([OH:13])=[O:12])=[CH:9][C:10]3[O:3][CH:4]=[CH:5][C:6]2=3)=[CH:18][CH:19]=1. (5) Given the reactants [N:1]1([CH:6]([CH3:10])[C:7]([OH:9])=O)[CH2:5][CH2:4][CH2:3][CH2:2]1.CN(C(ON1N=NC2C=CC=NC1=2)=[N+](C)C)C.F[P-](F)(F)(F)(F)F.[CH2:35]([O:37][C:38](=[O:46])[C:39]1[CH:44]=[CH:43][C:42]([NH2:45])=[CH:41][CH:40]=1)[CH3:36].CCN(C(C)C)C(C)C, predict the reaction product. The product is: [N:1]1([CH:6]([CH3:10])[C:7]([NH:45][C:42]2[CH:41]=[CH:40][C:39]([C:38]([O:37][CH2:35][CH3:36])=[O:46])=[CH:44][CH:43]=2)=[O:9])[CH2:2][CH2:3][CH2:4][CH2:5]1. (6) Given the reactants [NH2:1][CH2:2][C:3]1[C:4](=[O:14])[NH:5][C:6]([CH:10]2[CH2:13][CH2:12][CH2:11]2)=[CH:7][C:8]=1[CH3:9].[NH2:15][CH2:16][C:17]1[C:18](=[O:28])[NH:19][C:20]([CH3:27])=[CH:21][C:22]=1[CH:23]1[CH2:26][CH2:25][CH2:24]1.CC([O:33][C:34](OC(OC(C)(C)C)=O)=[O:35])(C)C.C(N(CC)CC)C, predict the reaction product. The product is: [CH3:26][C:23]([N:1]([CH2:2][C:3]1[C:4](=[O:14])[NH:5][C:6]([CH:10]2[CH2:11][CH2:12][CH2:13]2)=[CH:7][C:8]=1[CH3:9])[C:34](=[O:33])[O-:35])([CH3:22])[CH3:24].[CH3:13][C:10]([N:15]([CH2:16][C:17]1[C:18](=[O:28])[NH:19][C:20]([CH3:27])=[CH:21][C:22]=1[CH:23]1[CH2:26][CH2:25][CH2:24]1)[C:34](=[O:33])[O-:35])([CH3:6])[CH3:11].